Dataset: Forward reaction prediction with 1.9M reactions from USPTO patents (1976-2016). Task: Predict the product of the given reaction. (1) Given the reactants [Br:1][C:2]1[CH:11]=[C:10]2[C:5]([C:6]([C:16]([O:18][CH3:19])=[O:17])=[CH:7][C:8](C(OC)=O)=[N:9]2)=[CH:4][CH:3]=1.[OH-].[Na+].S(Cl)(Cl)=O, predict the reaction product. The product is: [Br:1][C:2]1[CH:11]=[C:10]2[C:5]([C:6]([C:16]([O:18][CH3:19])=[O:17])=[CH:7][CH:8]=[N:9]2)=[CH:4][CH:3]=1. (2) The product is: [CH3:28][C:29]([CH3:35])([CH3:34])[CH2:30][C:31]([NH:19][C:11]1[C:10]([C:7]2[CH:6]=[CH:5][C:4]([O:3][C:2]([F:1])([F:20])[F:21])=[CH:9][CH:8]=2)=[C:14]2[N:15]=[CH:16][CH:17]=[CH:18][N:13]2[N:12]=1)=[O:32]. Given the reactants [F:1][C:2]([F:21])([F:20])[O:3][C:4]1[CH:9]=[CH:8][C:7]([C:10]2[C:11]([NH2:19])=[N:12][N:13]3[CH:18]=[CH:17][CH:16]=[N:15][C:14]=23)=[CH:6][CH:5]=1.N1C=CC=CC=1.[CH3:28][C:29]([CH3:35])([CH3:34])[CH2:30][C:31](Cl)=[O:32], predict the reaction product. (3) The product is: [NH2:1][C:2]1[CH:3]=[C:4]([CH2:12][CH2:13][N:14]2[C:22](=[O:23])[C:21]3[C:16](=[CH:17][CH:18]=[CH:19][CH:20]=3)[C:15]2=[O:24])[CH:5]=[C:6]([C:8]([F:9])([F:10])[F:11])[CH:7]=1. Given the reactants [NH2:1][C:2]1[CH:3]=[C:4](/[CH:12]=[CH:13]/[N:14]2[C:22](=[O:23])[C:21]3[C:16](=[CH:17][CH:18]=[CH:19][CH:20]=3)[C:15]2=[O:24])[CH:5]=[C:6]([C:8]([F:11])([F:10])[F:9])[CH:7]=1.O1CCCC1.[H][H], predict the reaction product. (4) The product is: [CH2:23]([O:30][C:31]1[CH:60]=[CH:59][C:34]([C:35]([C:37]2[N:38]([S:49]([C:52]3[CH:53]=[CH:54][C:55]([CH3:56])=[CH:57][CH:58]=3)(=[O:51])=[O:50])[CH:39]=[CH:40][C:41]=2[N:42]2[CH:46]=[CH:45][CH:44]=[C:43]2[CH:47]([C:12]2[CH:13]=[CH:14][C:9]([O:8][CH2:1][C:2]3[CH:3]=[CH:4][CH:5]=[CH:6][CH:7]=3)=[CH:10][C:11]=2[O:16][CH3:17])[OH:48])=[O:36])=[C:33]([O:61][CH3:62])[CH:32]=1)[C:24]1[CH:29]=[CH:28][CH:27]=[CH:26][CH:25]=1. Given the reactants [CH2:1]([O:8][C:9]1[CH:14]=[CH:13][C:12](Br)=[C:11]([O:16][CH3:17])[CH:10]=1)[C:2]1[CH:7]=[CH:6][CH:5]=[CH:4][CH:3]=1.[Li]CCCC.[CH2:23]([O:30][C:31]1[CH:60]=[CH:59][C:34]([C:35]([C:37]2[N:38]([S:49]([C:52]3[CH:58]=[CH:57][C:55]([CH3:56])=[CH:54][CH:53]=3)(=[O:51])=[O:50])[CH:39]=[CH:40][C:41]=2[N:42]2[CH:46]=[CH:45][CH:44]=[C:43]2[CH:47]=[O:48])=[O:36])=[C:33]([O:61][CH3:62])[CH:32]=1)[C:24]1[CH:29]=[CH:28][CH:27]=[CH:26][CH:25]=1, predict the reaction product. (5) Given the reactants [Br:1][C:2]1[CH:7]=[C:6]([F:8])[CH:5]=[CH:4][C:3]=1[CH:9]1[C:14]([C:15]([O:17][CH2:18][CH3:19])=[O:16])=[C:13]([CH2:20]Br)[NH:12][C:11]([C:22]2[S:23][CH:24]=[CH:25][N:26]=2)=[N:10]1.Cl.[CH3:28][C:29]1([CH3:38])[CH2:34][NH:33][C@H:32]([C:35]([OH:37])=[O:36])[CH2:31][O:30]1, predict the reaction product. The product is: [Br:1][C:2]1[CH:7]=[C:6]([F:8])[CH:5]=[CH:4][C:3]=1[CH:9]1[N:10]=[C:11]([C:22]2[S:23][CH:24]=[CH:25][N:26]=2)[NH:12][C:13]([CH2:20][N:33]2[CH2:34][C:29]([CH3:28])([CH3:38])[O:30][CH2:31][C@H:32]2[C:35]([OH:37])=[O:36])=[C:14]1[C:15]([O:17][CH2:18][CH3:19])=[O:16]. (6) Given the reactants Br[C:2]1[C:13]([Cl:14])=[CH:12][C:5]([O:6][CH2:7][CH2:8][CH2:9][CH2:10][OH:11])=[C:4]([S:15]([N:18]2[C:27]3[C:22](=[CH:23][CH:24]=[CH:25][CH:26]=3)[C:21]([CH3:29])([CH3:28])[CH2:20][CH2:19]2)(=[O:17])=[O:16])[CH:3]=1.[B:30]1([B:30]2[O:34][C:33]([CH3:36])([CH3:35])[C:32]([CH3:38])([CH3:37])[O:31]2)[O:34][C:33]([CH3:36])([CH3:35])[C:32]([CH3:38])([CH3:37])[O:31]1.C([O-])(=O)C.[K+], predict the reaction product. The product is: [Cl:14][C:13]1[C:2]([B:30]2[O:34][C:33]([CH3:36])([CH3:35])[C:32]([CH3:38])([CH3:37])[O:31]2)=[CH:3][C:4]([S:15]([N:18]2[C:27]3[C:22](=[CH:23][CH:24]=[CH:25][CH:26]=3)[C:21]([CH3:29])([CH3:28])[CH2:20][CH2:19]2)(=[O:17])=[O:16])=[C:5]([CH:12]=1)[O:6][CH2:7][CH2:8][CH2:9][CH2:10][OH:11].